From a dataset of Full USPTO retrosynthesis dataset with 1.9M reactions from patents (1976-2016). Predict the reactants needed to synthesize the given product. The reactants are: [CH2:1]([O:3][C:4]([C:6]1[CH:7]=[C:8]([CH:12]=[C:13]([CH2:15][OH:16])[CH:14]=1)[C:9]([OH:11])=O)=[O:5])[CH3:2].C(Cl)CCl.C(N(C(C)C)CC)(C)C.[CH2:30]([NH:33][CH2:34][CH2:35][CH3:36])[CH2:31][CH3:32]. Given the product [CH2:30]([N:33]([CH2:34][CH2:35][CH3:36])[C:9]([C:8]1[CH:7]=[C:6]([CH:14]=[C:13]([CH2:15][OH:16])[CH:12]=1)[C:4]([O:3][CH2:1][CH3:2])=[O:5])=[O:11])[CH2:31][CH3:32], predict the reactants needed to synthesize it.